This data is from Catalyst prediction with 721,799 reactions and 888 catalyst types from USPTO. The task is: Predict which catalyst facilitates the given reaction. (1) Reactant: [Br:1][C:2]1[CH:9]=[CH:8][C:5]([CH:6]=[O:7])=[C:4]([OH:10])[CH:3]=1.[Na].[OH-].[Na+].[CH2:14](Br)[C:15]#[CH:16].C1(C)C=CC=CC=1. Product: [Br:1][C:2]1[CH:9]=[CH:8][C:5]([CH:6]=[O:7])=[C:4]([O:10][CH2:16][C:15]#[CH:14])[CH:3]=1. The catalyst class is: 5. (2) Reactant: [NH:1]1[C:10]2[C:5](=[CH:6][CH:7]=[CH:8][CH:9]=2)[C:3]([CH3:4])=[CH:2]1.C([BH3-])#N.[Na+].O. Product: [CH3:4][CH:3]1[C:5]2[C:10](=[CH:9][CH:8]=[CH:7][CH:6]=2)[NH:1][CH2:2]1. The catalyst class is: 15. (3) Reactant: [CH2:1]([NH:3][C:4]1[C:9]([N+:10]([O-])=O)=[CH:8][N:7]=[C:6]([O:13][C:14]2[CH:15]=[C:16]([NH:20][C:21](=[O:27])[O:22][C:23]([CH3:26])([CH3:25])[CH3:24])[CH:17]=[CH:18][CH:19]=2)[CH:5]=1)[CH3:2]. The catalyst class is: 29. Product: [NH2:10][C:9]1[C:4]([NH:3][CH2:1][CH3:2])=[CH:5][C:6]([O:13][C:14]2[CH:15]=[C:16]([NH:20][C:21](=[O:27])[O:22][C:23]([CH3:24])([CH3:25])[CH3:26])[CH:17]=[CH:18][CH:19]=2)=[N:7][CH:8]=1. (4) Reactant: [CH2:1]([OH:7])[CH2:2]/[CH:3]=[CH:4]/[CH2:5][CH3:6].[S:8](Cl)([C:11]1[CH:17]=[CH:16][C:14]([CH3:15])=[CH:13][CH:12]=1)(=[O:10])=[O:9].CCN(CC)CC. Product: [CH3:15][C:14]1[CH:16]=[CH:17][C:11]([S:8]([O:7][CH2:1][CH2:2]/[CH:3]=[CH:4]\[CH2:5][CH3:6])(=[O:10])=[O:9])=[CH:12][CH:13]=1. The catalyst class is: 142. (5) Reactant: Br[C:2]1[C:3]([O:9][CH2:10][C:11]2[CH:16]=[CH:15][C:14]([O:17][CH3:18])=[CH:13][CH:12]=2)=[N:4][CH:5]=[CH:6][C:7]=1[CH3:8].[OH:19][CH:20]1[CH2:25][CH2:24][NH:23][CH2:22][CH2:21]1.C1(P(C2C=CC=CC=2)C2C=CC3C(=CC=CC=3)C=2C2C3C(=CC=CC=3)C=CC=2P(C2C=CC=CC=2)C2C=CC=CC=2)C=CC=CC=1.CC(C)([O-])C.[Na+]. The catalyst class is: 101. Product: [CH3:18][O:17][C:14]1[CH:15]=[CH:16][C:11]([CH2:10][O:9][C:3]2[C:2]([N:23]3[CH2:24][CH2:25][CH:20]([OH:19])[CH2:21][CH2:22]3)=[C:7]([CH3:8])[CH:6]=[CH:5][N:4]=2)=[CH:12][CH:13]=1. (6) Reactant: [OH-].[Na+].[Cl:3][C:4]1[CH:9]=[CH:8][C:7]([CH2:10][CH2:11][C:12]([O:14]C)=[O:13])=[CH:6][C:5]=1[C:16]([NH:18][CH2:19][C:20]12[CH2:29][CH:24]3[CH2:25][CH:26]([CH2:28][CH:22]([CH2:23]3)[CH2:21]1)[CH2:27]2)=[O:17].Cl. Product: [Cl:3][C:4]1[CH:9]=[CH:8][C:7]([CH2:10][CH2:11][C:12]([OH:14])=[O:13])=[CH:6][C:5]=1[C:16]([NH:18][CH2:19][C:20]12[CH2:21][CH:22]3[CH2:28][CH:26]([CH2:25][CH:24]([CH2:23]3)[CH2:29]1)[CH2:27]2)=[O:17]. The catalyst class is: 72.